This data is from Catalyst prediction with 721,799 reactions and 888 catalyst types from USPTO. The task is: Predict which catalyst facilitates the given reaction. (1) Reactant: [NH2:1][C:2]1[CH:7]=[CH:6][CH:5]=[CH:4][C:3]=1/[CH:8]=[CH:9]/[C:10]([O:12][CH3:13])=[O:11].[F:14][C:15]([F:27])([F:26])[C:16]1[CH:17]=[C:18]([S:22](Cl)(=[O:24])=[O:23])[CH:19]=[CH:20][CH:21]=1. Product: [F:14][C:15]([F:27])([F:26])[C:16]1[CH:17]=[C:18]([S:22]([N:1]([C:2]2[CH:7]=[CH:6][CH:5]=[CH:4][C:3]=2/[CH:8]=[CH:9]/[C:10]([O:12][CH3:13])=[O:11])[S:22]([C:18]2[CH:19]=[CH:20][CH:21]=[C:16]([C:15]([F:14])([F:26])[F:27])[CH:17]=2)(=[O:24])=[O:23])(=[O:24])=[O:23])[CH:19]=[CH:20][CH:21]=1. The catalyst class is: 2. (2) Reactant: O.[OH-].[Li+].[CH3:4][O:5][C:6]1[N:11]=[CH:10][C:9]([C:12]2[N:16]([C:17]3[CH:18]=[N:19][CH:20]=[CH:21][CH:22]=3)[N:15]=[C:14]([C:23]([O:25]C)=[O:24])[CH:13]=2)=[CH:8][CH:7]=1.O. The catalyst class is: 83. Product: [CH3:4][O:5][C:6]1[N:11]=[CH:10][C:9]([C:12]2[N:16]([C:17]3[CH:18]=[N:19][CH:20]=[CH:21][CH:22]=3)[N:15]=[C:14]([C:23]([OH:25])=[O:24])[CH:13]=2)=[CH:8][CH:7]=1. (3) Reactant: [C:1](=O)([O-])[O-].[K+].[K+].CI.CN(C)C=O.[F:14][C:15]1[CH:38]=[CH:37][C:18]([O:19][C:20]2[C:28]3[N:27]=[C:26]([SH:29])[NH:25][C:24]=3[CH:23]=[C:22]([O:30][C:31]3[CH:32]=[N:33][CH:34]=[CH:35][CH:36]=3)[CH:21]=2)=[CH:17][CH:16]=1. Product: [F:14][C:15]1[CH:38]=[CH:37][C:18]([O:19][C:20]2[C:28]3[N:27]=[C:26]([S:29][CH3:1])[NH:25][C:24]=3[CH:23]=[C:22]([O:30][C:31]3[CH:32]=[N:33][CH:34]=[CH:35][CH:36]=3)[CH:21]=2)=[CH:17][CH:16]=1. The catalyst class is: 13. (4) Reactant: Br[C:2]1[CH:9]=[CH:8][C:5]([C:6]#[N:7])=[C:4]([F:10])[CH:3]=1.C(=O)([O-])[O-].[Cs+].[Cs+].CC1(C)C2C=CC=C(P(C3C=CC=CC=3)C3C=CC=CC=3)C=2OC2C1=CC=CC=2P(C1C=CC=CC=1)C1C=CC=CC=1.[F:59][C:60]([F:81])([F:80])[C:61]1[N:66]=[CH:65][C:64]([C:67]2[C:79]3[C:78]4[C:73](=[CH:74][CH:75]=[CH:76][CH:77]=4)[NH:72][C:71]=3[CH:70]=[CH:69][CH:68]=2)=[CH:63][CH:62]=1. Product: [F:10][C:4]1[CH:3]=[C:2]([N:72]2[C:71]3[CH:70]=[CH:69][CH:68]=[C:67]([C:64]4[CH:65]=[N:66][C:61]([C:60]([F:81])([F:59])[F:80])=[CH:62][CH:63]=4)[C:79]=3[C:78]3[C:73]2=[CH:74][CH:75]=[CH:76][CH:77]=3)[CH:9]=[CH:8][C:5]=1[C:6]#[N:7]. The catalyst class is: 160. (5) Reactant: [SH:1][C:2]1([CH2:12][C:13](OC(C)(C)C)=[O:14])[CH:9]2[CH2:10][CH:5]3[CH2:6][CH:7]([CH2:11][CH:3]1[CH2:4]3)[CH2:8]2. Product: [SH:1][C:2]1([CH2:12][CH2:13][OH:14])[CH:9]2[CH2:10][CH:5]3[CH2:6][CH:7]([CH2:11][CH:3]1[CH2:4]3)[CH2:8]2. The catalyst class is: 4. (6) Reactant: [CH2:1]([CH:3]([CH2:21][CH3:22])[C:4]([N:6]1[CH2:20][CH2:19][C:9]2([NH:13][C:12](=[O:14])[C@H:11]([CH2:15][CH2:16][S:17][CH3:18])[NH:10]2)[CH2:8][CH2:7]1)=[O:5])[CH3:2].O.C[Si]([Cl:28])(C)C. Product: [ClH:28].[CH2:21]([CH:3]([CH2:1][CH3:2])[C:4]([N:6]1[CH2:7][CH2:8][C:9]2([NH:13][C:12](=[O:14])[C@H:11]([CH2:15][CH2:16][S:17][CH3:18])[NH:10]2)[CH2:19][CH2:20]1)=[O:5])[CH3:22]. The catalyst class is: 573. (7) Reactant: Cl.CN(C)CCCN=C=NCC.[OH:13][C:14]1[CH:22]=[CH:21][C:20]([S:23]([CH3:26])(=[O:25])=[O:24])=[CH:19][C:15]=1[C:16]([OH:18])=[O:17].[CH2:27](O)[C:28]1[CH:33]=[CH:32][CH:31]=[CH:30][CH:29]=1. The catalyst class is: 594. Product: [CH2:27]([O:17][C:16](=[O:18])[C:15]1[CH:19]=[C:20]([S:23]([CH3:26])(=[O:25])=[O:24])[CH:21]=[CH:22][C:14]=1[OH:13])[C:28]1[CH:33]=[CH:32][CH:31]=[CH:30][CH:29]=1. (8) Reactant: C([O:3][C:4](=O)[CH:5]([C:11]1[CH:16]=[CH:15][CH:14]=[C:13]([Br:17])[C:12]=1[CH2:18][CH3:19])[C:6](OCC)=[O:7])C.[BH4-].[Na+].O. Product: [Br:17][C:13]1[C:12]([CH2:18][CH3:19])=[C:11]([CH:5]([CH2:6][OH:7])[CH2:4][OH:3])[CH:16]=[CH:15][CH:14]=1. The catalyst class is: 5.